This data is from Peptide-MHC class I binding affinity with 185,985 pairs from IEDB/IMGT. The task is: Regression. Given a peptide amino acid sequence and an MHC pseudo amino acid sequence, predict their binding affinity value. This is MHC class I binding data. The peptide sequence is TYVEEITA. The MHC is H-2-Kd with pseudo-sequence H-2-Kd. The binding affinity (normalized) is 0.274.